From a dataset of Catalyst prediction with 721,799 reactions and 888 catalyst types from USPTO. Predict which catalyst facilitates the given reaction. (1) Reactant: [H-].[Na+].[I-].[CH3:4][S+](C)(C)=O.[Br:9][C:10]1[CH:15]=[CH:14][C:13]([F:16])=[CH:12][C:11]=1/[CH:17]=[CH:18]/[C:19]([N:21]([O:23][CH3:24])[CH3:22])=[O:20].O. Product: [Br:9][C:10]1[CH:15]=[CH:14][C:13]([F:16])=[CH:12][C:11]=1[CH:17]1[CH2:4][CH:18]1[C:19]([N:21]([O:23][CH3:24])[CH3:22])=[O:20]. The catalyst class is: 16. (2) Reactant: Cl[C:2]1[N:7]=[C:6]2[CH2:8][CH2:9][CH2:10][C:5]2=[C:4]([C:11]2[CH:12]=[N:13][C:14]([CH3:17])=[N:15][CH:16]=2)[CH:3]=1.[OH:18][CH2:19][C:20]1[N:25]=[CH:24][C:23]([C:26]#[N:27])=[CH:22][CH:21]=1.C(=O)([O-])[O-].[Cs+].[Cs+].C(Cl)(Cl)Cl. Product: [CH3:17][C:14]1[N:13]=[CH:12][C:11]([C:4]2[CH:3]=[C:2]([O:18][CH2:19][C:20]3[N:25]=[CH:24][C:23]([C:26]#[N:27])=[CH:22][CH:21]=3)[N:7]=[C:6]3[CH2:8][CH2:9][CH2:10][C:5]=23)=[CH:16][N:15]=1. The catalyst class is: 187. (3) Reactant: CCCCCC.[Li]CCCC.Br[C:13]1[CH:14]=[N:15][CH:16]=[C:17]([C:19]([CH3:27])([CH3:26])[O:20][SiH2:21][C:22]([CH3:25])([CH3:24])[CH3:23])[CH:18]=1.[C:28]([O-])(O)=[O:29].[Na+]. Product: [C:22]([SiH2:21][O:20][C:19]([CH3:27])([CH3:26])[C:17]1[CH:18]=[C:13]([CH:28]=[O:29])[CH:14]=[N:15][CH:16]=1)([CH3:25])([CH3:24])[CH3:23]. The catalyst class is: 118. (4) Reactant: [N:1]1[CH:6]=[C:5]([C:7]([NH:9][C:10]2([C:13]([OH:15])=O)[CH2:12][CH2:11]2)=[O:8])[CH:4]=[N:3][CH:2]=1.[NH2:16][CH2:17][C:18]1[N:23]=[CH:22][C:21]([NH:24][C:25]2[CH:32]=[CH:31][C:30]([F:33])=[CH:29][C:26]=2[C:27]#[N:28])=[CH:20][C:19]=1[F:34].CN(C(ON1N=NC2C=CC=CC1=2)=[N+](C)C)C.[B-](F)(F)(F)F. The catalyst class is: 3. Product: [C:27]([C:26]1[CH:29]=[C:30]([F:33])[CH:31]=[CH:32][C:25]=1[NH:24][C:21]1[CH:20]=[C:19]([F:34])[C:18]([CH2:17][NH:16][C:13]([C:10]2([NH:9][C:7]([C:5]3[CH:4]=[N:3][CH:2]=[N:1][CH:6]=3)=[O:8])[CH2:11][CH2:12]2)=[O:15])=[N:23][CH:22]=1)#[N:28]. (5) Reactant: [F:1][C:2]1[N:6]([CH3:7])[N:5]=[C:4]([CH:8]([F:10])[F:9])[C:3]=1[CH:11]=[O:12].S(Cl)([Cl:16])(=O)=O. Product: [F:1][C:2]1[N:6]([CH3:7])[N:5]=[C:4]([CH:8]([F:9])[F:10])[C:3]=1[C:11]([Cl:16])=[O:12]. The catalyst class is: 159. (6) Product: [C:1]([O:5][C:6]([N:8]1[CH2:20][C@@H:19]([CH3:21])[N:18]2[C@H:10]([CH2:11][C:12]3[C:17]2=[N:16][CH:15]=[C:14]([F:22])[CH:13]=3)[CH2:9]1)=[O:7])([CH3:4])([CH3:2])[CH3:3]. Reactant: [C:1]([O:5][C:6]([N:8]1[CH2:20][C@@H:19]([CH3:21])[N:18]2[C:10](=[CH:11][C:12]3[C:17]2=[N:16][CH:15]=[C:14]([F:22])[CH:13]=3)[CH2:9]1)=[O:7])([CH3:4])([CH3:3])[CH3:2].C([BH3-])#N.[Na+]. The catalyst class is: 15. (7) The catalyst class is: 256. Reactant: [CH3:1][N:2]1[CH2:7][CH:6]=[C:5]([C:8]2[CH:9]=[CH:10][C:11]([O:15][C:16]([F:19])([F:18])[F:17])=[C:12]([NH2:14])[CH:13]=2)[CH2:4][CH2:3]1. Product: [CH3:1][N:2]1[CH2:7][CH2:6][CH:5]([C:8]2[CH:9]=[CH:10][C:11]([O:15][C:16]([F:17])([F:18])[F:19])=[C:12]([NH2:14])[CH:13]=2)[CH2:4][CH2:3]1.